Predict the product of the given reaction. From a dataset of Forward reaction prediction with 1.9M reactions from USPTO patents (1976-2016). (1) Given the reactants [CH3:1][O:2][C:3]([C:5]1[S:6][C:7]([C:11]#[C:12][C:13]([CH3:16])([CH3:15])[CH3:14])=[CH:8][C:9]=1[NH2:10])=[O:4].[C:17]([O:21][C:22]([N:24]1[CH2:29][CH2:28][C:27](=O)[CH2:26][CH2:25]1)=[O:23])([CH3:20])([CH3:19])[CH3:18].C1([SiH3])C=CC=CC=1, predict the reaction product. The product is: [CH3:1][O:2][C:3]([C:5]1[S:6][C:7]([C:11]#[C:12][C:13]([CH3:16])([CH3:15])[CH3:14])=[CH:8][C:9]=1[NH:10][CH:27]1[CH2:28][CH2:29][N:24]([C:22]([O:21][C:17]([CH3:20])([CH3:19])[CH3:18])=[O:23])[CH2:25][CH2:26]1)=[O:4]. (2) Given the reactants [C:1]([O:5][CH:6]([C:10]1[C:14]([C:15]2[CH2:20][CH2:19][C:18]([CH3:22])([CH3:21])[CH2:17][CH:16]=2)=[C:13](I)[S:12][C:11]=1[CH3:24])[C:7]([O-:9])=[O:8])([CH3:4])([CH3:3])[CH3:2].[CH:25]1([B-](F)(F)F)[CH2:27][CH2:26]1.[K+].C(=O)([O-])[O-].[Cs+].[Cs+].[C:39]1(C)C=CC=C[CH:40]=1, predict the reaction product. The product is: [C:1]([O:5][CH:6]([C:10]1[C:14]([C:15]2[CH2:20][CH2:19][C:18]([CH3:22])([CH3:21])[CH2:17][CH:16]=2)=[C:13]([CH:25]2[CH2:27][CH2:26]2)[S:12][C:11]=1[CH3:24])[C:7]([O:9][CH2:39][CH3:40])=[O:8])([CH3:4])([CH3:3])[CH3:2]. (3) Given the reactants [Cl:1][C:2]1[N:11]=[C:10](Cl)[C:9]2[C:4](=[CH:5][CH:6]=[CH:7][C:8]=2[C:13]2[CH:18]=[CH:17][CH:16]=[CH:15][CH:14]=2)[N:3]=1.C(N(CC)CC)C.[N:26]1[CH:31]=[CH:30][CH:29]=[CH:28][C:27]=1[CH2:32][NH2:33], predict the reaction product. The product is: [Cl:1][C:2]1[N:11]=[C:10]([NH:33][CH2:32][C:27]2[CH:28]=[CH:29][CH:30]=[CH:31][N:26]=2)[C:9]2[C:4](=[CH:5][CH:6]=[CH:7][C:8]=2[C:13]2[CH:18]=[CH:17][CH:16]=[CH:15][CH:14]=2)[N:3]=1. (4) Given the reactants [CH2:1]1[O:10][C:4]2([CH2:9][CH2:8][NH:7][CH2:6][CH2:5]2)[O:3][CH2:2]1.[Cl:11][C:12]1[C:17]([O:18][CH3:19])=[CH:16][C:15]([C:20]2[CH:25]=[C:24]([CH2:26]Cl)[CH:23]=[CH:22][N:21]=2)=[CH:14][C:13]=1[O:28][CH3:29], predict the reaction product. The product is: [CH2:1]1[O:10][C:4]2([CH2:9][CH2:8][N:7]([CH2:26][C:24]3[CH:23]=[CH:22][N:21]=[C:20]([C:15]4[CH:16]=[C:17]([O:18][CH3:19])[C:12]([Cl:11])=[C:13]([O:28][CH3:29])[CH:14]=4)[CH:25]=3)[CH2:6][CH2:5]2)[O:3][CH2:2]1. (5) Given the reactants [S:1]1[CH:5]=[CH:4][C:3]([S:6]([O-:8])=[O:7])=[CH:2]1.[Na+].Br[C:11]1[CH:19]=[CH:18][C:17]2[N:16]([CH3:20])[C:15]3[CH2:21][CH:22]4[NH:26][CH:25]([C:14]=3[C:13]=2[C:12]=1[C:27]([O:29][C:30]([CH3:33])([CH3:32])[CH3:31])=[O:28])[CH2:24][CH2:23]4, predict the reaction product. The product is: [S:1]1[CH:5]=[CH:4][C:3]([S:6]([C:11]2[CH:19]=[CH:18][C:17]3[N:16]([CH3:20])[C:15]4[CH2:21][CH:22]5[NH:26][CH:25]([C:14]=4[C:13]=3[C:12]=2[C:27]([O:29][C:30]([CH3:33])([CH3:32])[CH3:31])=[O:28])[CH2:24][CH2:23]5)(=[O:8])=[O:7])=[CH:2]1. (6) Given the reactants [Cl:1][C:2]1[C:7]([C:8]([NH:10][C:11]2[CH:16]=[CH:15][C:14]([C:17]3[O:21][CH:20]=[N:19][CH:18]=3)=[C:13]([O:22][CH3:23])[CH:12]=2)=[O:9])=[C:6](Cl)[N:5]=[CH:4][N:3]=1.[NH3:25], predict the reaction product. The product is: [NH2:25][C:6]1[C:7]([C:8]([NH:10][C:11]2[CH:16]=[CH:15][C:14]([C:17]3[O:21][CH:20]=[N:19][CH:18]=3)=[C:13]([O:22][CH3:23])[CH:12]=2)=[O:9])=[C:2]([Cl:1])[N:3]=[CH:4][N:5]=1. (7) Given the reactants C([Li])CCC.Br[C:7]1[CH:8]=[N:9][CH:10]=[CH:11][CH:12]=1.[F:13][CH:14]([F:21])[C:15](N(OC)C)=[O:16].[Cl-].[NH4+], predict the reaction product. The product is: [F:13][CH:14]([F:21])[C:15]([C:7]1[CH:8]=[N:9][CH:10]=[CH:11][CH:12]=1)=[O:16]. (8) The product is: [F:1][C:2]([F:12])([F:11])[C:3]1[CH:8]=[CH:7][CH:6]=[CH:5][C:4]=1[CH:18]([OH:19])[C:17]1[CH:20]=[CH:21][C:14]([Br:13])=[CH:15][C:16]=1[F:22]. Given the reactants [F:1][C:2]([F:12])([F:11])[C:3]1[CH:8]=[CH:7][CH:6]=[CH:5][C:4]=1[Mg]Br.[Br:13][C:14]1[CH:21]=[CH:20][C:17]([CH:18]=[O:19])=[C:16]([F:22])[CH:15]=1.FC(F)(F)C1C=C(Cl)C=CC=1C(O)C1C=CC=CC=1, predict the reaction product. (9) Given the reactants C[O:2][C:3](=[O:16])[CH:4]([C:6]1[CH:7]=[C:8]2[C:13](=[CH:14][CH:15]=1)[N:12]=[CH:11][CH:10]=[CH:9]2)[CH3:5].[OH-].[Na+], predict the reaction product. The product is: [N:12]1[C:13]2[C:8](=[CH:7][C:6]([CH:4]([CH3:5])[C:3]([OH:16])=[O:2])=[CH:15][CH:14]=2)[CH:9]=[CH:10][CH:11]=1.